This data is from Forward reaction prediction with 1.9M reactions from USPTO patents (1976-2016). The task is: Predict the product of the given reaction. (1) Given the reactants [C:1]([C:5]1[CH:9]=[C:8]([NH2:10])[N:7]([C:11]2[CH:16]=[CH:15][C:14]([CH3:17])=[CH:13][CH:12]=2)[N:6]=1)([CH3:4])([CH3:3])[CH3:2].[C:18]([O-])(O)=[O:19].[Na+].C(Cl)(Cl)=O.[N:27]1[CH:32]=[CH:31][C:30]([CH2:33][O:34][C:35]2[C:44]3[C:39](=[CH:40][CH:41]=[CH:42][CH:43]=3)[C:38]([NH2:45])=[CH:37][CH:36]=2)=[CH:29][CH:28]=1, predict the reaction product. The product is: [C:1]([C:5]1[CH:9]=[C:8]([NH:10][C:18]([NH:45][C:38]2[C:39]3[C:44](=[CH:43][CH:42]=[CH:41][CH:40]=3)[C:35]([O:34][CH2:33][C:30]3[CH:31]=[CH:32][N:27]=[CH:28][CH:29]=3)=[CH:36][CH:37]=2)=[O:19])[N:7]([C:11]2[CH:12]=[CH:13][C:14]([CH3:17])=[CH:15][CH:16]=2)[N:6]=1)([CH3:4])([CH3:3])[CH3:2]. (2) The product is: [CH2:22]([O:29][C:30]([N:1]1[CH2:7][CH2:6][CH2:5][CH2:4][C:3]2[CH:8]=[C:9]([NH:12][C:30]([O:29][CH2:22][C:20]3[CH:19]=[CH:21][CH:28]=[CH:23][CH:24]=3)=[O:31])[CH:10]=[CH:11][C:2]1=2)=[O:31])[C:23]1[CH:28]=[CH:27][CH:26]=[CH:25][CH:24]=1. Given the reactants [NH:1]1[CH2:7][CH2:6][CH2:5][CH2:4][C:3]2[CH:8]=[C:9]([NH2:12])[CH:10]=[CH:11][C:2]1=2.C(N([CH:19]([CH3:21])[CH3:20])CC)(C)C.[CH2:22]([O:29][C:30](Cl)=[O:31])[C:23]1[CH:28]=[CH:27][CH:26]=[CH:25][CH:24]=1, predict the reaction product. (3) Given the reactants [Br:1][C:2]1[CH:18]=[CH:17][C:5]([CH2:6][NH:7][CH2:8][C@H:9]([C:11]2[CH:16]=[CH:15][CH:14]=[CH:13][CH:12]=2)[OH:10])=[CH:4][CH:3]=1.[C:19](O)(=O)C.C=O.C(O[BH-](OC(=O)C)OC(=O)C)(=O)C.[Na+], predict the reaction product. The product is: [Br:1][C:2]1[CH:18]=[CH:17][C:5]([CH2:6][N:7]([CH3:19])[CH2:8][C@H:9]([C:11]2[CH:12]=[CH:13][CH:14]=[CH:15][CH:16]=2)[OH:10])=[CH:4][CH:3]=1. (4) Given the reactants CS([N:5]1[C:13]2[C:8](=[CH:9][C:10]([C:14](=[O:22])[C:15]3[CH:20]=[CH:19][C:18]([Cl:21])=[CH:17][CH:16]=3)=[CH:11][CH:12]=2)[C:7]([C:23]2[CH:28]=[CH:27][CH:26]=[C:25]([Cl:29])[CH:24]=2)=[CH:6]1)(=O)=O.[F-].C([N+](CCCC)(CCCC)CCCC)CCC, predict the reaction product. The product is: [Cl:29][C:25]1[CH:24]=[C:23]([C:7]2[C:8]3[C:13](=[CH:12][CH:11]=[C:10]([C:14](=[O:22])[C:15]4[CH:20]=[CH:19][C:18]([Cl:21])=[CH:17][CH:16]=4)[CH:9]=3)[NH:5][CH:6]=2)[CH:28]=[CH:27][CH:26]=1. (5) Given the reactants [Cl:1][C:2]1[CH:3]=[C:4]2[C:9](=[CH:10][CH:11]=1)[NH:8][C:7](=[O:12])[N:6]([CH2:13][C:14]([F:17])([F:16])[F:15])[C:5]2(O)[C:18]1[CH:23]=[CH:22][CH:21]=[CH:20][CH:19]=1.[CH2:25](N(CC)CC)[CH3:26].S(Cl)(Cl)=O.C([Mg]Br)C, predict the reaction product. The product is: [CH2:25]([C:5]1([C:18]2[CH:23]=[CH:22][CH:21]=[CH:20][CH:19]=2)[C:4]2[C:9](=[CH:10][CH:11]=[C:2]([Cl:1])[CH:3]=2)[NH:8][C:7](=[O:12])[N:6]1[CH2:13][C:14]([F:17])([F:16])[F:15])[CH3:26]. (6) Given the reactants Br[C:2]1[CH:7]=[C:6](F)[C:5]([N+:9]([O-])=O)=[CH:4][C:3]=1[F:12].[CH3:13][N:14]([CH3:18])[CH2:15][CH2:16][NH2:17].[O:19]1[C:28]2[C:23](=[CH:24][CH:25]=[CH:26][CH:27]=2)[CH2:22][CH:21]([C:29](O)=O)[CH2:20]1.[NH:32]1[CH:36]=[C:35](B([O-])[O-])[CH:34]=[N:33]1, predict the reaction product. The product is: [O:19]1[C:28]2[C:23](=[CH:24][CH:25]=[CH:26][CH:27]=2)[CH2:22][CH:21]([C:29]2[N:17]([CH2:16][CH2:15][N:14]([CH3:18])[CH3:13])[C:6]3[CH:7]=[C:2]([C:35]4[CH:36]=[N:32][NH:33][CH:34]=4)[C:3]([F:12])=[CH:4][C:5]=3[N:9]=2)[CH2:20]1.